Dataset: Forward reaction prediction with 1.9M reactions from USPTO patents (1976-2016). Task: Predict the product of the given reaction. (1) Given the reactants Br[CH2:2][C:3]1[CH:8]=[CH:7][CH:6]=[CH:5][C:4]=1[C:9]([F:12])([F:11])[F:10].[C-:13]#[N:14].[Na+].C(OC(=O)C)C, predict the reaction product. The product is: [F:10][C:9]([F:12])([F:11])[C:4]1[CH:5]=[CH:6][CH:7]=[CH:8][C:3]=1[CH2:2][C:13]#[N:14]. (2) The product is: [F:17][C:13]1[CH:12]=[C:11]([S:8]([C:5]2[CH:6]=[CH:7][C:2]([C:22]3[CH:21]=[C:20]([F:19])[CH:25]=[CH:24][C:23]=3[O:29][CH3:30])=[CH:3][C:4]=2[F:18])(=[O:10])=[O:9])[CH:16]=[CH:15][CH:14]=1. Given the reactants Br[C:2]1[CH:7]=[CH:6][C:5]([S:8]([C:11]2[CH:16]=[CH:15][CH:14]=[C:13]([F:17])[CH:12]=2)(=[O:10])=[O:9])=[C:4]([F:18])[CH:3]=1.[F:19][C:20]1[CH:21]=[CH:22][C:23]([O:29][CH3:30])=[C:24](B(O)O)[CH:25]=1, predict the reaction product. (3) Given the reactants Br[C:2]1[CH:3]=[CH:4][C:5]([C:10]([N:12]2[CH2:17][CH2:16][N:15]([C:18]3[C:23]([CH3:24])=[CH:22][C:21]([CH3:25])=[CH:20][N:19]=3)[CH2:14][CH2:13]2)=[O:11])=[C:6]([CH:9]=1)[C:7]#[N:8].[NH:26]1[CH2:30][CH2:29][CH2:28][C:27]1=[O:31], predict the reaction product. The product is: [CH3:24][C:23]1[C:18]([N:15]2[CH2:16][CH2:17][N:12]([C:10]([C:5]3[CH:4]=[CH:3][C:2]([N:26]4[CH2:30][CH2:29][CH2:28][C:27]4=[O:31])=[CH:9][C:6]=3[C:7]#[N:8])=[O:11])[CH2:13][CH2:14]2)=[N:19][CH:20]=[C:21]([CH3:25])[CH:22]=1. (4) Given the reactants C(O)(C(F)(F)F)=O.C([O:12][C:13](=[O:50])[CH2:14][CH2:15][NH:16][C:17]([C:19]1[N:20]([C:38]2[CH:43]=[CH:42][C:41]([O:44][CH:45]3[CH2:49][CH2:48][CH2:47][CH2:46]3)=[CH:40][CH:39]=2)[C:21]2[C:26]([CH:27]=1)=[CH:25][C:24]([C:28]1[CH:33]=[CH:32][C:31]([C:34]([CH3:37])([CH3:36])[CH3:35])=[CH:30][CH:29]=1)=[CH:23][CH:22]=2)=[O:18])(C)(C)C, predict the reaction product. The product is: [C:34]([C:31]1[CH:30]=[CH:29][C:28]([C:24]2[CH:25]=[C:26]3[C:21](=[CH:22][CH:23]=2)[N:20]([C:38]2[CH:43]=[CH:42][C:41]([O:44][CH:45]4[CH2:49][CH2:48][CH2:47][CH2:46]4)=[CH:40][CH:39]=2)[C:19]([C:17]([NH:16][CH2:15][CH2:14][C:13]([OH:50])=[O:12])=[O:18])=[CH:27]3)=[CH:33][CH:32]=1)([CH3:37])([CH3:35])[CH3:36].